Dataset: Reaction yield outcomes from USPTO patents with 853,638 reactions. Task: Predict the reaction yield, written as a fraction of the theoretical maximum amount of product (1.0 means a 100% yield; for example, 0.34 means a 34% yield). (1) The reactants are [CH3:1][C:2]1[CH:7]=[CH:6][C:5]([O:8][CH2:9][CH2:10][CH3:11])=[C:4]([N+:12]([O-])=O)[CH:3]=1. The catalyst is [C].[Pd].C(O)C. The product is [CH3:1][C:2]1[CH:7]=[CH:6][C:5]([O:8][CH2:9][CH2:10][CH3:11])=[C:4]([CH:3]=1)[NH2:12]. The yield is 0.890. (2) The reactants are [OH:1][C:2]([CH3:35])([CH3:34])[CH2:3][C@@:4]1([C:28]2[CH:33]=[CH:32][CH:31]=[CH:30][CH:29]=2)[O:9][C:8](=[O:10])[N:7]([C@H:11]([C:13]2[CH:18]=[CH:17][C:16](B3OC(C)(C)C(C)(C)O3)=[CH:15][CH:14]=2)[CH3:12])[CH2:6][CH2:5]1.Cl[C:37]1[CH:42]=[CH:41][C:40]([C:43]2([S:46]([CH3:49])(=[O:48])=[O:47])[CH2:45][CH2:44]2)=[CH:39][N:38]=1. No catalyst specified. The product is [OH:1][C:2]([CH3:34])([CH3:35])[CH2:3][C@@:4]1([C:28]2[CH:29]=[CH:30][CH:31]=[CH:32][CH:33]=2)[O:9][C:8](=[O:10])[N:7]([C@H:11]([C:13]2[CH:18]=[CH:17][C:16]([C:37]3[CH:42]=[CH:41][C:40]([C:43]4([S:46]([CH3:49])(=[O:47])=[O:48])[CH2:45][CH2:44]4)=[CH:39][N:38]=3)=[CH:15][CH:14]=2)[CH3:12])[CH2:6][CH2:5]1. The yield is 0.200. (3) The reactants are [C:1]([C:3]1[C:11]2[C:6](=[CH:7][C:8]([O:12]CC)=[CH:9][CH:10]=2)[N:5]([CH2:15][CH3:16])[C:4]=1[C:17]1[CH:22]=[CH:21][C:20]([NH:23][C:24]([CH:26]2[CH2:28][CH2:27]2)=[O:25])=[CH:19][CH:18]=1)#[N:2].B(Br)(Br)Br.C([O-])(O)=O.[Na+]. The catalyst is C(Cl)Cl. The product is [C:1]([C:3]1[C:11]2[C:6](=[CH:7][C:8]([OH:12])=[CH:9][CH:10]=2)[N:5]([CH2:15][CH3:16])[C:4]=1[C:17]1[CH:22]=[CH:21][C:20]([NH:23][C:24]([CH:26]2[CH2:28][CH2:27]2)=[O:25])=[CH:19][CH:18]=1)#[N:2]. The yield is 0.910. (4) The reactants are [C:1]([O:5][C:6]([N:8]1[CH2:11][CH2:10][C@H:9]1[CH2:12]OS(C)(=O)=O)=[O:7])([CH3:4])([CH3:3])[CH3:2].C([BH-](CC)CC)C.[Li+].C(OCC)(=O)C. The catalyst is C1COCC1. The product is [C:1]([O:5][C:6]([N:8]1[CH2:11][CH2:10][C@H:9]1[CH3:12])=[O:7])([CH3:4])([CH3:2])[CH3:3]. The yield is 0.300. (5) The reactants are C(N(CC)CC)C.[C:8]([O:12][C:13](=[O:30])[CH2:14][O:15][C:16]1[CH:17]=[C:18]2[C:23](=[CH:24][CH:25]=1)[N:22]=[C:21](Cl)[C:20]([C:27]([OH:29])=[O:28])=[CH:19]2)([CH3:11])([CH3:10])[CH3:9].[H][H]. The catalyst is [Pd].CO. The product is [C:8]([O:12][C:13](=[O:30])[CH2:14][O:15][C:16]1[CH:17]=[C:18]2[C:23](=[CH:24][CH:25]=1)[N:22]=[CH:21][C:20]([C:27]([OH:29])=[O:28])=[CH:19]2)([CH3:11])([CH3:9])[CH3:10]. The yield is 0.840.